This data is from Reaction yield outcomes from USPTO patents with 853,638 reactions. The task is: Predict the reaction yield, written as a fraction of the theoretical maximum amount of product (1.0 means a 100% yield; for example, 0.34 means a 34% yield). (1) The reactants are [Br:1][C:2]1[CH:6]=[CH:5][S:4][C:3]=1[C:7]([OH:9])=O.[CH3:10][C:11]1[CH:17]=[C:16]([O:18][CH3:19])[CH:15]=[CH:14][C:12]=1[NH2:13]. No catalyst specified. The product is [Br:1][C:2]1[CH:6]=[CH:5][S:4][C:3]=1[C:7]([NH:13][C:12]1[CH:14]=[CH:15][C:16]([O:18][CH3:19])=[CH:17][C:11]=1[CH3:10])=[O:9]. The yield is 0.800. (2) The reactants are [O:1]=[C:2]1[CH2:7][CH2:6][CH:5]([C:8]([OH:10])=O)[CH2:4][CH2:3]1.C(Cl)(=O)C(Cl)=O.CCN(CC)CC.Cl.[CH3:25][NH:26][O:27][CH3:28]. The catalyst is C(Cl)Cl.O. The product is [CH3:28][O:27][N:26]([CH3:25])[C:8]([CH:5]1[CH2:4][CH2:3][C:2](=[O:1])[CH2:7][CH2:6]1)=[O:10]. The yield is 0.390. (3) The reactants are [C:1]([O:5][C:6](=[O:35])[N:7]([C@H:9]([C:11](=[O:34])[NH:12][C@@H:13]([CH:28]1[CH2:33][CH2:32][CH2:31][CH2:30][CH2:29]1)[C:14]([N:16]1[CH2:20][CH2:19][CH2:18][C@H:17]1[C:21]1[CH:22]=[N:23][CH:24]=[C:25](Br)[CH:26]=1)=[O:15])[CH3:10])[CH3:8])([CH3:4])([CH3:3])[CH3:2].[C:36]([C:39]1[CH:40]=[C:41](B(O)O)[CH:42]=[CH:43][C:44]=1[F:45])([OH:38])=[O:37].C(=O)([O-])[O-].[Na+].[Na+]. The catalyst is C1(C)C=CC=CC=1.C(O)C.O.CCCCCCC.Cl[Pd](Cl)([P](C1C=CC=CC=1)(C1C=CC=CC=1)C1C=CC=CC=1)[P](C1C=CC=CC=1)(C1C=CC=CC=1)C1C=CC=CC=1. The yield is 0.990. The product is [C:1]([O:5][C:6]([N:7]([CH3:8])[C@@H:9]([CH3:10])[C:11]([NH:12][C@@H:13]([CH:28]1[CH2:33][CH2:32][CH2:31][CH2:30][CH2:29]1)[C:14]([N:16]1[CH2:20][CH2:19][CH2:18][C@H:17]1[C:21]1[CH:26]=[C:25]([C:41]2[CH:42]=[CH:43][C:44]([F:45])=[C:39]([CH:40]=2)[C:36]([OH:38])=[O:37])[CH:24]=[N:23][CH:22]=1)=[O:15])=[O:34])=[O:35])([CH3:4])([CH3:3])[CH3:2]. (4) The reactants are [N+:1]([C:4]1[CH:9]=[CH:8][C:7]([C:10]2[N:11]=[CH:12][N:13]([CH2:15][C:16]([O:18][C:19]([CH3:22])([CH3:21])[CH3:20])=[O:17])[CH:14]=2)=[CH:6][CH:5]=1)([O-])=O.C([O-])=O.[NH4+]. The catalyst is C(O)C.[Pd]. The product is [NH2:1][C:4]1[CH:9]=[CH:8][C:7]([C:10]2[N:11]=[CH:12][N:13]([CH2:15][C:16]([O:18][C:19]([CH3:22])([CH3:21])[CH3:20])=[O:17])[CH:14]=2)=[CH:6][CH:5]=1. The yield is 0.900. (5) The reactants are [Cl:1][CH2:2][C:3]1[NH:7][C:6]2[CH:8]=[CH:9][C:10]([F:12])=[CH:11][C:5]=2[N:4]=1.[C:13]([O:17][C:18](O[C:18]([O:17][C:13]([CH3:16])([CH3:15])[CH3:14])=[O:19])=[O:19])([CH3:16])([CH3:15])[CH3:14]. The catalyst is O1CCOCC1. The product is [Cl:1][CH2:2][C:3]1[N:7]([C:18]([O:17][C:13]([CH3:16])([CH3:15])[CH3:14])=[O:19])[C:6]2[CH:8]=[CH:9][C:10]([F:12])=[CH:11][C:5]=2[N:4]=1. The yield is 0.700. (6) The reactants are C([O:8][C:9]1[CH:14]=[C:13]([C:15]([NH:17][CH2:18][CH3:19])=[O:16])[CH:12]=[CH:11][C:10]=1[N:20]1[C:24]([CH2:25][CH2:26][CH3:27])=[C:23]([C:28]([NH:30][CH:31]2[CH2:33][CH2:32]2)=[O:29])[N:22]=[N:21]1)C1C=CC=CC=1. The catalyst is CO.[C].[Pd]. The product is [CH:31]1([NH:30][C:28]([C:23]2[N:22]=[N:21][N:20]([C:10]3[CH:11]=[CH:12][C:13]([C:15]([NH:17][CH2:18][CH3:19])=[O:16])=[CH:14][C:9]=3[OH:8])[C:24]=2[CH2:25][CH2:26][CH3:27])=[O:29])[CH2:33][CH2:32]1. The yield is 0.880. (7) The reactants are C([Si](C)(C)[O:6][C:7]1[CH:14]=[CH:13][C:10]([CH:11]=[O:12])=[C:9]([CH:15]([CH3:17])[CH3:16])[CH:8]=1)(C)(C)C.[F-].C([N+](CCCC)(CCCC)CCCC)CCC. The catalyst is C1COCC1. The product is [OH:6][C:7]1[CH:14]=[CH:13][C:10]([CH:11]=[O:12])=[C:9]([CH:15]([CH3:17])[CH3:16])[CH:8]=1. The yield is 0.960. (8) The reactants are [C:1]([O:5][C:6](=[O:29])[C:7]([O:10]/[N:11]=[C:12](/[C:16]1[N:17]=[C:18]([NH:21][C:22]([O:24][C:25]([CH3:28])([CH3:27])[CH3:26])=[O:23])[S:19][CH:20]=1)\[C:13](O)=[O:14])([CH3:9])[CH3:8])([CH3:4])([CH3:3])[CH3:2].CCN(C(C)C)C(C)C.CN(C(ON1N=NC2C=CC=NC1=2)=[N+](C)C)C.F[P-](F)(F)(F)(F)F.[NH2:63][C@@H:64]1[C:67](=[O:68])[NH:66][C@@H:65]1[CH2:69][N:70]1[C:74]([CH2:75][NH:76][C:77](=[O:83])[O:78][C:79]([CH3:82])([CH3:81])[CH3:80])=[N:73][CH:72]=[N:71]1. The catalyst is C(Cl)Cl.CN(C=O)C.CCOC(C)=O.[Cl-].[Na+].O. The yield is 0.580. The product is [C:79]([O:78][C:77]([NH:76][CH2:75][C:74]1[N:70]([CH2:69][C@@H:65]2[C@H:64]([NH:63][C:13](=[O:14])/[C:12](=[N:11]\[O:10][C:7]([CH3:9])([CH3:8])[C:6]([O:5][C:1]([CH3:4])([CH3:3])[CH3:2])=[O:29])/[C:16]3[N:17]=[C:18]([NH:21][C:22]([O:24][C:25]([CH3:28])([CH3:27])[CH3:26])=[O:23])[S:19][CH:20]=3)[C:67](=[O:68])[NH:66]2)[N:71]=[CH:72][N:73]=1)=[O:83])([CH3:80])([CH3:82])[CH3:81]. (9) The reactants are Br[C:2]1[CH:3]=[C:4]([C:8]2([C:19]3[CH:24]=[C:23]([CH3:25])[N:22]=[C:21]([CH3:26])[N:20]=3)[C:16]3[C:11](=[C:12]([F:17])[CH:13]=[CH:14][CH:15]=3)[C:10]([NH2:18])=[N:9]2)[CH:5]=[CH:6][CH:7]=1.[N:27]1[CH:32]=[C:31](B(O)O)[CH:30]=[N:29][CH:28]=1.C(=O)([O-])[O-].[Cs+].[Cs+].CCOC(C)=O. The catalyst is COCCOC.CCO.O.[Cl-].[Na+].O.C1C=CC(P(C2C=CC=CC=2)[C-]2C=CC=C2)=CC=1.C1C=CC(P(C2C=CC=CC=2)[C-]2C=CC=C2)=CC=1.Cl[Pd]Cl.[Fe+2].O. The product is [CH3:26][C:21]1[N:20]=[C:19]([C:8]2([C:4]3[CH:5]=[CH:6][CH:7]=[C:2]([C:31]4[CH:32]=[N:27][CH:28]=[N:29][CH:30]=4)[CH:3]=3)[C:16]3[C:11](=[C:12]([F:17])[CH:13]=[CH:14][CH:15]=3)[C:10]([NH2:18])=[N:9]2)[CH:24]=[C:23]([CH3:25])[N:22]=1. The yield is 0.150. (10) The reactants are [C:1]([O:5][C:6]([N:8]1[CH2:13][C:12](B2OC(C)(C)C(C)(C)O2)=[CH:11][CH2:10][CH2:9]1)=[O:7])([CH3:4])([CH3:3])[CH3:2].[NH2:23][C:24]1[CH:29]=[CH:28][C:27]([CH:30]2[CH2:35][CH2:34][N:33]([C:36](=[O:38])[CH3:37])[CH2:32][CH2:31]2)=[CH:26][C:25]=1Br.C([O-])([O-])=O.[Na+].[Na+]. The catalyst is C1(C)C=CC=CC=1.CCO.CCOC(C)=O.C1C=CC([P]([Pd]([P](C2C=CC=CC=2)(C2C=CC=CC=2)C2C=CC=CC=2)([P](C2C=CC=CC=2)(C2C=CC=CC=2)C2C=CC=CC=2)[P](C2C=CC=CC=2)(C2C=CC=CC=2)C2C=CC=CC=2)(C2C=CC=CC=2)C2C=CC=CC=2)=CC=1. The product is [C:1]([O:5][C:6]([N:8]1[CH2:13][C:12]([C:25]2[CH:26]=[C:27]([CH:30]3[CH2:35][CH2:34][N:33]([C:36](=[O:38])[CH3:37])[CH2:32][CH2:31]3)[CH:28]=[CH:29][C:24]=2[NH2:23])=[CH:11][CH2:10][CH2:9]1)=[O:7])([CH3:2])([CH3:3])[CH3:4]. The yield is 0.930.